Dataset: Acute oral toxicity (LD50) regression data from Zhu et al.. Task: Regression/Classification. Given a drug SMILES string, predict its toxicity properties. Task type varies by dataset: regression for continuous values (e.g., LD50, hERG inhibition percentage) or binary classification for toxic/non-toxic outcomes (e.g., AMES mutagenicity, cardiotoxicity, hepatotoxicity). Dataset: ld50_zhu. (1) The compound is CC1=CC(C)(C)Nc2ccc(Cc3ccc4c(c3)C(C)=CC(C)(C)N4)cc21. The rat oral LD50 is 1.86, given as -log10 of the dose in mol/kg body weight (higher means more acutely toxic). (2) The drug is Nc1nnc(-c2cccc(Cl)c2Cl)c(N)n1. The rat oral LD50 is 3.10, given as -log10 of the dose in mol/kg body weight (higher means more acutely toxic). (3) The drug is c1ccc(CNc2[nH]cnc3ncnc2-3)cc1. The rat oral LD50 is 2.02, given as -log10 of the dose in mol/kg body weight (higher means more acutely toxic). (4) The drug is N#CC=Cc1ccccc1. The rat oral LD50 is 1.49, given as -log10 of the dose in mol/kg body weight (higher means more acutely toxic). (5) The molecule is CS(=O)(=O)OC(CCN1CCCCC1)(c1ccccc1)c1ccccc1. The rat oral LD50 is 2.48, given as -log10 of the dose in mol/kg body weight (higher means more acutely toxic). (6) The drug is CC(=O)CCc1ccc(O)cc1. The rat oral LD50 is 2.10, given as -log10 of the dose in mol/kg body weight (higher means more acutely toxic).